From a dataset of Reaction yield outcomes from USPTO patents with 853,638 reactions. Predict the reaction yield, written as a fraction of the theoretical maximum amount of product (1.0 means a 100% yield; for example, 0.34 means a 34% yield). (1) The reactants are Br[C:2]1[CH:7]=[CH:6][N:5]=[C:4]2[NH:8][C:9]([C:11]3[CH:12]=[N:13][N:14]([CH3:16])[CH:15]=3)=[N:10][C:3]=12.[C:17]([C:21]1[CH:45]=[CH:44][C:24]([C:25]([NH:27][C:28]2[CH:33]=[CH:32][CH:31]=[C:30](B3OC(C)(C)C(C)(C)O3)[C:29]=2[CH3:43])=[O:26])=[CH:23][CH:22]=1)([CH3:20])([CH3:19])[CH3:18].P([O-])([O-])([O-])=O.[K+].[K+].[K+].C([O-])(=O)C.[Na+].C(#N)C. No catalyst specified. The product is [C:17]([C:21]1[CH:45]=[CH:44][C:24]([C:25]([NH:27][C:28]2[CH:33]=[CH:32][CH:31]=[C:30]([C:2]3[CH:7]=[CH:6][N:5]=[C:4]4[NH:8][C:9]([C:11]5[CH:12]=[N:13][N:14]([CH3:16])[CH:15]=5)=[N:10][C:3]=34)[C:29]=2[CH3:43])=[O:26])=[CH:23][CH:22]=1)([CH3:20])([CH3:18])[CH3:19]. The yield is 0.510. (2) No catalyst specified. The reactants are [Br:1][C:2]1[CH:7]=[CH:6][C:5]([CH2:8][C:9]#N)=[C:4]([F:11])[CH:3]=1.[OH-:12].[Na+].C[OH:15]. The product is [Br:1][C:2]1[CH:7]=[CH:6][C:5]([CH2:8][C:9]([OH:15])=[O:12])=[C:4]([F:11])[CH:3]=1. The yield is 0.920.